This data is from Experimentally validated miRNA-target interactions with 360,000+ pairs, plus equal number of negative samples. The task is: Binary Classification. Given a miRNA mature sequence and a target amino acid sequence, predict their likelihood of interaction. (1) The miRNA is hsa-miR-1182 with sequence GAGGGUCUUGGGAGGGAUGUGAC. The protein sequence of the target gene is MYRARAARAGPEPGSPGRFGILSTGQLRDLLQDEPKLDRIVRLSRKFQGLQLERDACLASNYALAKENLALRPRLEMGRTALAIKYQELREVAENCADKLQRLEKSMHRWSPQCALGWLQAELEEAEQEAEVQMEQLLLGEQSLEAFLPAFQRGRALAHLRRTQAEKLQEVLRRRERSAQPAPTTAAAAAAAATAMDPPKPFPAAAVLPTGAARGPPPAVPRSLPPLDSRPVPPVKGSPGCPFGPAPLLSPRPSQPEPPHR. Result: 0 (no interaction). (2) The miRNA is xtr-miR-9-5p with sequence UCUUUGGUUAUCUAGCUGUAUG. The protein sequence of the target gene is MVHQVLYRALVSTKWLAESIRSGRLGPSLRVLDASWYSPGTRQARKEYQERHVPGASFFDIEECRDTTSPYEMMLPSEAHFGDYVGNLGISNDTHVVVYDGDDLGSFYAPRVWWMFRVFGHRTVSVLNGGFRNWLKEGHPVTSEPSRPEPAVFKATLNLSLLKTYEQVLENLQSKRFQLVDSRAQGRYLGTQPEPDIVGLDSGHIRGSVNMPFMDFLTKDGFEKSPEELRAIFQDKKVDLSQPLIATCRKGVTACHVALAAYLCGKPDVAVYDGSWSEWFRRAPPETRVSQGKSGKA. Result: 0 (no interaction). (3) The miRNA is mmu-miR-425-5p with sequence AAUGACACGAUCACUCCCGUUGA. The protein sequence of the target gene is MFACAKLARTPALIRAGSRVAYRPISASVLSRPETRTGEGSTVFNGAQNGVCQLIRREFQTSVISRDIDTAAKFIGAGAATVGVAGSGAGIGTVFGSLIIGYARNPSLKQQLFSYAILGFALSEAMGLFCLMVAFLILFAM. Result: 1 (interaction). (4) The miRNA is hsa-miR-6881-3p with sequence AUCCUCUUUCGUCCUUCCCACU. The protein sequence of the target gene is MNSPVDPGARQALRKKPPERTPEDLNTIYSYLHGMEILSNLREHQLRLMSARARYERYSGNQVLFCSETIARCWYILLSGSVLVKGSMVLPPCSFGKQFGGKRGCDCLVLEPSEMIVVENAKDNEDSILQREIPARQSRRRFRKINYKGERQTITDDVEVNSYLSLPADLTKMHLTENPHPQVTHVSSSQSGCSIASDSGSSSLSDIYQATESEVGDVDLTRLPEGPVDSEDDEEEDEEIDRTDPLQGRDLVRECLEKEPADKTDDDIEQLLEFMHQLPAFANMTMSVRRELCSVMIFEV.... Result: 1 (interaction).